The task is: Predict which catalyst facilitates the given reaction.. This data is from Catalyst prediction with 721,799 reactions and 888 catalyst types from USPTO. (1) Reactant: Cl[C:2]1[CH:7]=[CH:6][N:5]=[C:4]([NH:8][CH:9]2[CH2:14][C:13]([CH3:16])([CH3:15])[NH:12][C:11]([CH3:18])([CH3:17])[CH2:10]2)[N:3]=1.C(OC(=O)[NH:25][C:26]([CH3:34])([CH3:33])[CH2:27][C:28]1[S:29][CH:30]=[CH:31][CH:32]=1)(C)(C)C.Cl. Product: [NH2:25][C:26]([CH3:34])([CH3:33])[CH2:27][C:28]1[S:29][C:30]([C:2]2[CH:7]=[CH:6][N:5]=[C:4]([NH:8][CH:9]3[CH2:14][C:13]([CH3:16])([CH3:15])[NH:12][C:11]([CH3:18])([CH3:17])[CH2:10]3)[N:3]=2)=[CH:31][CH:32]=1. The catalyst class is: 12. (2) Reactant: CNCCO.[H-].[Na+].ClC[C:10]1[C:11]2[C:16]([C:17](CCl)=[C:18]3[C:23]=1[CH:22]=[CH:21][CH:20]=[CH:19]3)=[CH:15][CH:14]=[CH:13][CH:12]=2. Product: [CH:12]1[C:11]2[C:16](=[CH:17][C:18]3[C:23]([CH:10]=2)=[CH:22][CH:21]=[CH:20][CH:19]=3)[CH:15]=[CH:14][CH:13]=1. The catalyst class is: 3. (3) Product: [C:1]([C:5]1[CH:6]=[C:7]([NH:17][C:18]([C:20]2[C:29]3[C:24](=[CH:25][C:26]([O:30][C:31]4[CH:36]=[C:35]([NH:38][CH2:39][CH2:40][CH2:41][N:42]5[CH2:43][CH2:44][N:45]([CH3:48])[CH2:46][CH2:47]5)[N:34]=[CH:33][N:32]=4)=[CH:27][CH:28]=3)[CH:23]=[CH:22][CH:21]=2)=[O:19])[N:8]([C:10]2[CH:15]=[CH:14][C:13]([F:16])=[CH:12][CH:11]=2)[N:9]=1)([CH3:4])([CH3:3])[CH3:2]. Reactant: [C:1]([C:5]1[CH:6]=[C:7]([NH:17][C:18]([C:20]2[C:29]3[C:24](=[CH:25][C:26]([O:30][C:31]4[CH:36]=[C:35](Cl)[N:34]=[CH:33][N:32]=4)=[CH:27][CH:28]=3)[CH:23]=[CH:22][CH:21]=2)=[O:19])[N:8]([C:10]2[CH:15]=[CH:14][C:13]([F:16])=[CH:12][CH:11]=2)[N:9]=1)([CH3:4])([CH3:3])[CH3:2].[NH2:38][CH2:39][CH2:40][CH2:41][N:42]1[CH2:47][CH2:46][N:45]([CH3:48])[CH2:44][CH2:43]1. The catalyst class is: 14. (4) Reactant: Br[C:2]1[N:3]=[C:4]([NH:12][CH:13]([CH3:15])[CH3:14])[C:5]2[N:6]([C:8](=[O:11])[NH:9][N:10]=2)[CH:7]=1.C1(P(C2C=CC=CC=2)CCCP(C2C=CC=CC=2)C2C=CC=CC=2)C=CC=CC=1.CO.CS(C)=O.C[CH2:52][O:53][C:54](C)=[O:55].O. Product: [CH3:52][O:53][C:54]([C:2]1[N:3]=[C:4]([NH:12][CH:13]([CH3:15])[CH3:14])[C:5]2[N:6]([C:8](=[O:11])[NH:9][N:10]=2)[CH:7]=1)=[O:55]. The catalyst class is: 167. (5) Reactant: [CH3:1][C:2]1[C:7]([CH3:8])=[CH:6][C:5]([CH3:9])=[CH:4][C:3]=1[OH:10].C(=O)([O-])[O-].[K+].[K+].[I-].[K+].[CH2:19]([O:21][CH2:22][CH2:23]Cl)[CH3:20]. Product: [CH2:19]([O:21][CH2:22][CH2:23][O:10][C:3]1[CH:4]=[C:5]([CH3:9])[CH:6]=[C:7]([CH3:8])[C:2]=1[CH3:1])[CH3:20]. The catalyst class is: 42. (6) Reactant: C(N[CH:5]([CH3:7])[CH3:6])(C)C.[Li]CCCC.[Br:13][C:14]1[CH:19]=[CH:18][CH:17]=[C:16]([Br:20])C=1.C(I)C.[Li+].CC([N-]C(C)C)C. Product: [Br:13][C:14]1[CH:19]=[CH:18][CH:17]=[C:16]([Br:20])[C:7]=1[CH2:5][CH3:6]. The catalyst class is: 323. (7) Reactant: [O:1]1[CH2:4][CH:3]([N:5]2[CH2:9][CH2:8][C@@H:7]([NH:10]C(=O)OC(C)(C)C)[CH2:6]2)[CH2:2]1.FC(F)(F)C(O)=O. Product: [O:1]1[CH2:4][CH:3]([N:5]2[CH2:9][CH2:8][C@@H:7]([NH2:10])[CH2:6]2)[CH2:2]1. The catalyst class is: 4.